The task is: Predict the reactants needed to synthesize the given product.. This data is from Retrosynthesis with 50K atom-mapped reactions and 10 reaction types from USPTO. (1) Given the product Cc1ccc(N2CCN(C(=O)OC(C)(C)C)CC2)c(F)c1, predict the reactants needed to synthesize it. The reactants are: CC(C)(C)OC(=O)N1CCNCC1.Cc1ccc(Br)c(F)c1. (2) The reactants are: CN(C)Cc1ccnc(CCCC#N)c1. Given the product CN(C)Cc1ccnc(CCCCN)c1, predict the reactants needed to synthesize it. (3) Given the product CC(C)(COC1CCCCO1)n1cc(C(=O)c2cncc(Br)c2)c2cnc(Cl)nc21, predict the reactants needed to synthesize it. The reactants are: CC(C)(COC1CCCCO1)n1cc(I)c2cnc(Cl)nc21.CON(C)C(=O)c1cncc(Br)c1. (4) Given the product Cc1cc(C=O)ccc1OCC(C)C, predict the reactants needed to synthesize it. The reactants are: CC(C)CBr.Cc1cc(C=O)ccc1O. (5) Given the product COc1cnc(-n2c(=S)[nH]c3cc(C(=O)NCc4ccc(Cl)cc4)ccc3c2=O)nc1, predict the reactants needed to synthesize it. The reactants are: COc1cnc(-n2c(=S)[nH]c3cc(C(=O)O)ccc3c2=O)nc1.NCc1ccc(Cl)cc1. (6) Given the product CNC(=O)c1ccc(-c2n[nH]c3c2Cc2ccccc2-3)cc1, predict the reactants needed to synthesize it. The reactants are: CN.O=C(O)c1ccc(-c2n[nH]c3c2Cc2ccccc2-3)cc1. (7) Given the product N#Cc1ccc(OCc2ccccc2)cc1Cl, predict the reactants needed to synthesize it. The reactants are: BrCc1ccccc1.N#Cc1ccc(O)cc1Cl. (8) Given the product O=CCCCCNC(=O)[C@H](CCS)NC(=O)OCc1ccccc1, predict the reactants needed to synthesize it. The reactants are: CC(=O)SCC[C@H](NC(=O)OCc1ccccc1)C(=O)NCCCCC=O. (9) Given the product Cc1cc(/C(F)=C/c2ccc(C(C)(C)C(F)(F)F)cc2)nn1Cc1cccc(N2CCC(O)CC2)c1, predict the reactants needed to synthesize it. The reactants are: Cc1cc(/C(F)=C/c2ccc(C(C)(C)C(F)(F)F)cc2)nn1Cc1cccc(Br)c1.OC1CCNCC1.